Predict the reactants needed to synthesize the given product. From a dataset of Full USPTO retrosynthesis dataset with 1.9M reactions from patents (1976-2016). (1) Given the product [CH2:33]([O:40][CH2:9][CH2:10][N:11]([C@H:26]1[CH2:31][CH2:30][C@H:29]([CH3:32])[CH2:28][CH2:27]1)[C:12](=[O:25])[NH:13][C:14]1[S:15][C:16]([S:19]([CH2:21][C:22]([OH:24])=[O:23])=[O:20])=[CH:17][N:18]=1)[C:34]1[CH:39]=[CH:38][CH:37]=[CH:36][CH:35]=1, predict the reactants needed to synthesize it. The reactants are: COC1C=CC([CH2:9][CH2:10][N:11]([C@H:26]2[CH2:31][CH2:30][C@H:29]([CH3:32])[CH2:28][CH2:27]2)[C:12](=[O:25])[NH:13][C:14]2[S:15][C:16]([S:19]([CH2:21][C:22]([OH:24])=[O:23])=[O:20])=[CH:17][N:18]=2)=CC=1.[CH2:33]([O:40]CCN(C1CCC(C)CC1)C(=O)NC1SC(SCC(O)=O)=CN=1)[C:34]1[CH:39]=[CH:38][CH:37]=[CH:36][CH:35]=1. (2) Given the product [Cl:19][CH2:20][C:5]1[C:6]2[C:11](=[CH:10][CH:9]=[CH:8][CH:7]=2)[C:2]([F:1])=[CH:3][CH:4]=1, predict the reactants needed to synthesize it. The reactants are: [F:1][C:2]1[C:11]2[C:6](=[CH:7][CH:8]=[CH:9][CH:10]=2)[CH:5]=[CH:4][CH:3]=1.C=O.P(=O)(O)(O)O.[ClH:19].[C:20](O)(=O)C. (3) Given the product [NH2:4][CH:3]([C:2]([CH3:15])([C:9]1[CH:14]=[CH:13][CH:12]=[CH:11][CH:10]=1)[CH3:1])[CH2:5][OH:6], predict the reactants needed to synthesize it. The reactants are: [CH3:1][C:2]([CH3:15])([C:9]1[CH:14]=[CH:13][CH:12]=[CH:11][CH:10]=1)[C@@H:3]([C:5](OC)=[O:6])[NH2:4].[H-].[Al+3].[Li+].[H-].[H-].[H-].